From a dataset of Peptide-MHC class II binding affinity with 134,281 pairs from IEDB. Regression. Given a peptide amino acid sequence and an MHC pseudo amino acid sequence, predict their binding affinity value. This is MHC class II binding data. (1) The binding affinity (normalized) is 0.620. The MHC is HLA-DPA10201-DPB11401 with pseudo-sequence HLA-DPA10201-DPB11401. The peptide sequence is THGIRPVVSTQLLLY. (2) The peptide sequence is HTSVEADVDAALEVL. The MHC is HLA-DQA10101-DQB10501 with pseudo-sequence HLA-DQA10101-DQB10501. The binding affinity (normalized) is 0.443. (3) The peptide sequence is KTHESHLVRSWVTAG. The MHC is DRB1_0301 with pseudo-sequence DRB1_0301. The binding affinity (normalized) is 0.412. (4) The peptide sequence is SMVGLFSNNPHDLPL. The MHC is DRB1_1302 with pseudo-sequence DRB1_1302. The binding affinity (normalized) is 0.420. (5) The peptide sequence is MFIRNCARKVFNDIK. The MHC is DRB1_0101 with pseudo-sequence DRB1_0101. The binding affinity (normalized) is 0.937. (6) The binding affinity (normalized) is 0.139. The MHC is DRB1_0405 with pseudo-sequence DRB1_0405. The peptide sequence is ALLPRAGAAAAAALP.